From a dataset of Reaction yield outcomes from USPTO patents with 853,638 reactions. Predict the reaction yield, written as a fraction of the theoretical maximum amount of product (1.0 means a 100% yield; for example, 0.34 means a 34% yield). (1) The yield is 0.690. The reactants are [F:1][C:2]([F:25])([F:24])[CH2:3][O:4][C:5]1[CH:10]=[CH:9][C:8]([C:11](=O)[CH2:12][C:13](=O)[C:14]([F:17])([F:16])[F:15])=[CH:7][C:6]=1[C:20]([F:23])([F:22])[F:21].[NH2:26][C:27]1[C:31]([C:32]2[CH:33]=[N:34][CH:35]=[CH:36][CH:37]=2)=[CH:30][NH:29][N:28]=1. The product is [F:1][C:2]([F:25])([F:24])[CH2:3][O:4][C:5]1[CH:10]=[CH:9][C:8]([C:11]2[CH:12]=[C:13]([C:14]([F:17])([F:16])[F:15])[N:28]3[N:29]=[CH:30][C:31]([C:32]4[CH:33]=[N:34][CH:35]=[CH:36][CH:37]=4)=[C:27]3[N:26]=2)=[CH:7][C:6]=1[C:20]([F:23])([F:22])[F:21]. No catalyst specified. (2) The reactants are [C:1]([O:5][C:6]([N:8]1[CH2:13][CH2:12][C:11]([C:16]2[CH:21]=[CH:20][C:19]([Cl:22])=[CH:18][CH:17]=2)([O:14][CH3:15])[C:10](=[O:23])[CH2:9]1)=[O:7])([CH3:4])([CH3:3])[CH3:2].[CH3:24][Mg]Br. The catalyst is O1CCCC1. The product is [C:1]([O:5][C:6]([N:8]1[CH2:13][CH2:12][C:11]([C:16]2[CH:17]=[CH:18][C:19]([Cl:22])=[CH:20][CH:21]=2)([O:14][CH3:15])[C:10]([OH:23])([CH3:24])[CH2:9]1)=[O:7])([CH3:4])([CH3:2])[CH3:3]. The yield is 0.580. (3) The reactants are Cl.C=[O:3].[C:4]1([P:10]([C:12]2[CH:17]=[CH:16][CH:15]=[CH:14][CH:13]=2)Cl)[CH:9]=[CH:8][CH:7]=[CH:6][CH:5]=1.[C:18]([O-])(O)=[O:19].[Na+]. No catalyst specified. The product is [OH:19][CH2:18][P:10](=[O:3])([C:12]1[CH:17]=[CH:16][CH:15]=[CH:14][CH:13]=1)[C:4]1[CH:9]=[CH:8][CH:7]=[CH:6][CH:5]=1. The yield is 0.890. (4) The reactants are CC(C)([O-])C.[Na+].Br[C:8]1[CH:15]=[CH:14][C:11]([C:12]#[N:13])=[CH:10][CH:9]=1.C([NH2:23])C1C=CC=CC=1.[C:24]1([CH3:30])[CH:29]=[CH:28][CH:27]=[CH:26][CH:25]=1. The catalyst is C1C=CC(/C=C/C(/C=C/C2C=CC=CC=2)=O)=CC=1.C1C=CC(/C=C/C(/C=C/C2C=CC=CC=2)=O)=CC=1.C1C=CC(/C=C/C(/C=C/C2C=CC=CC=2)=O)=CC=1.[Pd].[Pd].C1(P(C2C=CC=CC=2)C2(P(C3C=CC=CC=3)C3C=CC=CC=3)CC=C3C(C=CC=C3)=C2C2C3C(=CC=CC=3)C=CC=2)C=CC=CC=1. The product is [CH2:30]([C:8]1[CH:15]=[CH:14][C:11]([C:12]#[N:13])=[C:10]([NH2:23])[CH:9]=1)[C:24]1[CH:29]=[CH:28][CH:27]=[CH:26][CH:25]=1. The yield is 0.960. (5) The reactants are [CH:1]([O:4][C:5]1[C:10]([C:11]([NH2:13])=[O:12])=[C:9]([CH3:14])[N:8]=[C:7]([O:15][CH:16]([CH3:18])[CH3:17])[CH:6]=1)([CH3:3])[CH3:2].[Li]CCCC.[CH2:24]([O:31][C:32]1[C:39]([CH3:40])=[CH:38][C:35]([C:36]#N)=[CH:34][C:33]=1[CH3:41])[C:25]1[CH:30]=[CH:29][CH:28]=[CH:27][CH:26]=1.O. The catalyst is C1COCC1.C(OCC)(=O)C.C(O)(=O)C. The product is [CH2:24]([O:31][C:32]1[C:33]([CH3:41])=[CH:34][C:35]([C:36]2[NH:13][C:11](=[O:12])[C:10]3[C:5]([O:4][CH:1]([CH3:3])[CH3:2])=[CH:6][C:7]([O:15][CH:16]([CH3:18])[CH3:17])=[N:8][C:9]=3[CH:14]=2)=[CH:38][C:39]=1[CH3:40])[C:25]1[CH:26]=[CH:27][CH:28]=[CH:29][CH:30]=1. The yield is 0.179. (6) The reactants are [F:1][C:2]1[CH:3]=[C:4]2[C:10]([C:11]3[N:16]=[C:15](S(C)=O)[CH:14]=[CH:13][N:12]=3)=[CH:9][N:8]([S:20]([C:23]3[CH:29]=[CH:28][C:26]([CH3:27])=[CH:25][CH:24]=3)(=[O:22])=[O:21])[C:5]2=[N:6][CH:7]=1.[NH2:30][C@@H:31]([C:36]([CH3:39])([CH3:38])[CH3:37])[CH2:32][C:33]([OH:35])=[O:34].C([O-])([O-])=O.[Na+].[Na+].Cl. The catalyst is C1COCC1.C(#N)C. The product is [F:1][C:2]1[CH:3]=[C:4]2[C:10]([C:11]3[N:16]=[C:15]([NH:30][C@@H:31]([C:36]([CH3:39])([CH3:38])[CH3:37])[CH2:32][C:33]([OH:35])=[O:34])[CH:14]=[CH:13][N:12]=3)=[CH:9][N:8]([S:20]([C:23]3[CH:29]=[CH:28][C:26]([CH3:27])=[CH:25][CH:24]=3)(=[O:22])=[O:21])[C:5]2=[N:6][CH:7]=1. The yield is 0.310. (7) The reactants are [Cl:1][C:2]1[CH:3]=[CH:4][C:5]2[O:9][C:8]([CH:10]=[O:11])=[C:7]([CH3:12])[C:6]=2[CH:13]=1.[BH4-].[Na+]. The catalyst is C(O)C. The product is [Cl:1][C:2]1[CH:3]=[CH:4][C:5]2[O:9][C:8]([CH2:10][OH:11])=[C:7]([CH3:12])[C:6]=2[CH:13]=1. The yield is 0.880. (8) The reactants are [CH2:1]([O:8][C:9]([NH:11][C:12]([CH3:18])([CH3:17])[CH2:13][C:14]([OH:16])=O)=[O:10])[C:2]1[CH:7]=[CH:6][CH:5]=[CH:4][CH:3]=1.C1N=CN(C(N2C=NC=C2)=O)C=1.C(N(CC)C(C)C)(C)C.[CH3:40][NH:41][CH2:42][CH2:43][N:44]([CH3:46])[CH3:45]. The catalyst is CN(C)C=O.O. The product is [CH3:45][N:44]([CH3:46])[CH2:43][CH2:42][N:41]([CH3:40])[C:14](=[O:16])[CH2:13][C:12]([NH:11][C:9](=[O:10])[O:8][CH2:1][C:2]1[CH:3]=[CH:4][CH:5]=[CH:6][CH:7]=1)([CH3:18])[CH3:17]. The yield is 0.270.